Task: Predict the product of the given reaction.. Dataset: Forward reaction prediction with 1.9M reactions from USPTO patents (1976-2016) (1) Given the reactants [Cl:1][C:2]1[CH:7]=[CH:6][C:5]([CH:8]([C:41]2[CH:46]=[CH:45][C:44]([Cl:47])=[CH:43][CH:42]=2)[C:9]2[CH:10]=[C:11]3[C:16](=[CH:17][CH:18]=2)[N:15]=[CH:14][N:13]=[C:12]3[NH:19][CH:20]2[CH2:25][CH2:24][N:23]([S:26]([C:29]3[CH:38]=[CH:37][C:32]([C:33]([O:35]C)=[O:34])=[C:31]([O:39][CH3:40])[CH:30]=3)(=[O:28])=[O:27])[CH2:22][CH2:21]2)=[CH:4][CH:3]=1.[OH-].[Na+].Cl, predict the reaction product. The product is: [Cl:1][C:2]1[CH:7]=[CH:6][C:5]([CH:8]([C:41]2[CH:42]=[CH:43][C:44]([Cl:47])=[CH:45][CH:46]=2)[C:9]2[CH:10]=[C:11]3[C:16](=[CH:17][CH:18]=2)[N:15]=[CH:14][N:13]=[C:12]3[NH:19][CH:20]2[CH2:25][CH2:24][N:23]([S:26]([C:29]3[CH:38]=[CH:37][C:32]([C:33]([OH:35])=[O:34])=[C:31]([O:39][CH3:40])[CH:30]=3)(=[O:28])=[O:27])[CH2:22][CH2:21]2)=[CH:4][CH:3]=1. (2) Given the reactants [CH2:1]([O:8][C:9]1[CH:10]=[C:11]([S:15][C:16]2[CH:17]=[C:18]3[C:23](=[CH:24][CH:25]=2)[CH:22]=[C:21]([C@:26]([NH:30][C:31](=[O:37])[O:32][C:33]([CH3:36])([CH3:35])[CH3:34])([CH3:29])[CH2:27][OH:28])[CH:20]=[CH:19]3)[CH:12]=[CH:13][CH:14]=1)[C:2]1[CH:7]=[CH:6][CH:5]=[CH:4][CH:3]=1.N1C=NN=N1.[O:43]1CCCC1.C(N(CC)[P:51]([O:57][C:58]([CH3:61])([CH3:60])[CH3:59])[O:52][C:53]([CH3:56])([CH3:55])[CH3:54])C.OO, predict the reaction product. The product is: [CH2:1]([O:8][C:9]1[CH:10]=[C:11]([S:15][C:16]2[CH:17]=[C:18]3[C:23](=[CH:24][CH:25]=2)[CH:22]=[C:21]([C@:26]([NH:30][C:31](=[O:37])[O:32][C:33]([CH3:36])([CH3:35])[CH3:34])([CH3:29])[CH2:27][O:28][P:51]([O:52][C:53]([CH3:54])([CH3:55])[CH3:56])([O:57][C:58]([CH3:59])([CH3:60])[CH3:61])=[O:43])[CH:20]=[CH:19]3)[CH:12]=[CH:13][CH:14]=1)[C:2]1[CH:7]=[CH:6][CH:5]=[CH:4][CH:3]=1. (3) Given the reactants [CH3:1][N:2]1[C:6]2[CH:7]=[CH:8][C:9]([N:11]3[CH:16]=[C:15]([C:17]([OH:19])=[O:18])[C:14](=[O:20])[N:13]([CH:21]4[C:30]5[C:25](=[C:26]([C:31]([F:34])([F:33])[F:32])[CH:27]=[CH:28][CH:29]=5)[CH2:24][CH2:23][CH2:22]4)[C:12]3=[O:35])=[CH:10][C:5]=2[S:4][C:3]1=[O:36].S(Cl)(Cl)=O.[CH3:41]O, predict the reaction product. The product is: [CH3:1][N:2]1[C:6]2[CH:7]=[CH:8][C:9]([N:11]3[CH:16]=[C:15]([C:17]([O:19][CH3:41])=[O:18])[C:14](=[O:20])[N:13]([CH:21]4[C:30]5[C:25](=[C:26]([C:31]([F:34])([F:33])[F:32])[CH:27]=[CH:28][CH:29]=5)[CH2:24][CH2:23][CH2:22]4)[C:12]3=[O:35])=[CH:10][C:5]=2[S:4][C:3]1=[O:36]. (4) Given the reactants [CH3:1][O:2][CH2:3][CH2:4][CH2:5][CH2:6][N:7]1[C:11]2[CH:12]=[CH:13][CH:14]=[CH:15][C:10]=2[N:9]=[C:8]1[C:16]([NH:18][C@H:19]1[CH2:24][C@@H:23]([C:25]([N:27]2[CH2:32][CH2:31][O:30][CH2:29][CH2:28]2)=[O:26])[CH2:22][N:21]([C:33]([O:35][C:36]([CH3:39])([CH3:38])[CH3:37])=[O:34])[CH2:20]1)=[O:17].[H-].[Na+].[CH3:42]I, predict the reaction product. The product is: [CH3:1][O:2][CH2:3][CH2:4][CH2:5][CH2:6][N:7]1[C:11]2[CH:12]=[CH:13][CH:14]=[CH:15][C:10]=2[N:9]=[C:8]1[C:16]([N:18]([CH3:42])[C@H:19]1[CH2:24][C@@H:23]([C:25]([N:27]2[CH2:32][CH2:31][O:30][CH2:29][CH2:28]2)=[O:26])[CH2:22][N:21]([C:33]([O:35][C:36]([CH3:39])([CH3:38])[CH3:37])=[O:34])[CH2:20]1)=[O:17]. (5) The product is: [CH3:19][C:10]1[CH:9]=[CH:8][CH:7]=[CH:6][C:5]=1[C:3](=[O:4])[CH2:2][C:13]([O:16][CH3:17])=[O:18]. Given the reactants C[CH2:2][C:3]([C:5]1[CH:10]=[CH:9][CH:8]=[CH:7][CH:6]=1)=[O:4].[H-].[Na+].[C:13](=[O:18])([O:16][CH3:17])OC.[C:19]1(C)C=CC=CC=1, predict the reaction product. (6) Given the reactants C(N(CC)CC)C.Cl.[NH2:9][C:10]1[CH:11]=[N:12][C:13]2[C:18]([C:19]=1[OH:20])=[CH:17][CH:16]=[C:15]([Br:21])[CH:14]=2.[C:22]([O:25][CH2:26][C:27](Cl)=[O:28])(=[O:24])[CH3:23], predict the reaction product. The product is: [C:22]([O:25][CH2:26][C:27](=[O:28])[NH:9][C:10]1[CH:11]=[N:12][C:13]2[C:18]([C:19]=1[OH:20])=[CH:17][CH:16]=[C:15]([Br:21])[CH:14]=2)(=[O:24])[CH3:23].